Dataset: Reaction yield outcomes from USPTO patents with 853,638 reactions. Task: Predict the reaction yield, written as a fraction of the theoretical maximum amount of product (1.0 means a 100% yield; for example, 0.34 means a 34% yield). (1) The reactants are O[CH2:2][C:3]1[CH:8]=[CH:7][C:6]([C:9]2[CH:10]=[CH:11][C:12]([O:15][CH2:16][CH3:17])=[N:13][CH:14]=2)=[CH:5][CH:4]=1.[BrH:18].C(OC(C)C)(C)C. The catalyst is C(O)(=O)C. The product is [BrH:18].[Br:18][CH2:2][C:3]1[CH:8]=[CH:7][C:6]([C:9]2[CH:10]=[CH:11][C:12]([O:15][CH2:16][CH3:17])=[N:13][CH:14]=2)=[CH:5][CH:4]=1. The yield is 0.960. (2) The reactants are [OH-].[Li+].[Br:3][C:4]1[N:5]([C:17]2[C:26]3[C:21](=[CH:22][CH:23]=[CH:24][CH:25]=3)[C:20]([CH:27]3[CH2:29][CH2:28]3)=[CH:19][CH:18]=2)[C:6]([S:9]CCC(OCC)=O)=[N:7][N:8]=1.Cl. The catalyst is C1COCC1.CO. The product is [Br:3][C:4]1[N:5]([C:17]2[C:26]3[C:21](=[CH:22][CH:23]=[CH:24][CH:25]=3)[C:20]([CH:27]3[CH2:29][CH2:28]3)=[CH:19][CH:18]=2)[C:6]([SH:9])=[N:7][N:8]=1. The yield is 0.780. (3) The reactants are [F:1][C:2]1[CH:17]=[CH:16][CH:15]=[CH:14][C:3]=1[CH2:4][O:5][C@@H:6]([CH:11]([CH3:13])[CH3:12])[C:7](OC)=[O:8]. The catalyst is C(Cl)Cl. The product is [F:1][C:2]1[CH:17]=[CH:16][CH:15]=[CH:14][C:3]=1[CH2:4][O:5][C@@H:6]([CH:11]([CH3:12])[CH3:13])[CH:7]=[O:8]. The yield is 0.580. (4) The reactants are Br[C:2]1[CH:3]=[C:4]([O:10][CH3:11])[C:5]([O:8][CH3:9])=[N:6][CH:7]=1.P([O-])([O-])([O-])=O.[K+].[K+].[K+].CC1(C)C(C)(C)OB(/[CH:28]=[CH:29]/[C:30]2[CH:35]=[CH:34][CH:33]=[CH:32][CH:31]=2)O1. The catalyst is O1CCOCC1.O. The product is [CH3:9][O:8][C:5]1[C:4]([O:10][CH3:11])=[CH:3][C:2](/[CH:28]=[CH:29]/[C:30]2[CH:35]=[CH:34][CH:33]=[CH:32][CH:31]=2)=[CH:7][N:6]=1. The yield is 0.210. (5) The catalyst is COCCOC.C(O)C. The product is [Cl:19][C:20]1[CH:21]=[C:22]([C:2]2[S:3][C:4]([CH3:18])=[C:5]([CH2:7][N:8]3[CH:12]=[C:11]([C:13]([O:15][CH2:16][CH3:17])=[O:14])[CH:10]=[N:9]3)[N:6]=2)[CH:23]=[C:24]([C:26]([F:27])([F:28])[F:29])[CH:25]=1. The reactants are Br[C:2]1[S:3][C:4]([CH3:18])=[C:5]([CH2:7][N:8]2[CH:12]=[C:11]([C:13]([O:15][CH2:16][CH3:17])=[O:14])[CH:10]=[N:9]2)[N:6]=1.[Cl:19][C:20]1[CH:21]=[C:22](B(O)O)[CH:23]=[C:24]([C:26]([F:29])([F:28])[F:27])[CH:25]=1.C(=O)([O-])[O-].[Na+].[Na+].O. The yield is 0.760. (6) The catalyst is CN(C=O)C.[Cl-].C([N+](CC)(CC)CC)C1C=CC=CC=1. The yield is 0.670. The product is [CH3:1][O:2][C:3](=[O:23])[C:4]1[CH:5]=[CH:6][C:7]([CH:10]([NH:15][C:16]([O:18][C:19]([CH3:20])([CH3:22])[CH3:21])=[O:17])[CH2:11][C:12]([O:14][C:30]([CH3:33])([CH3:32])[CH3:31])=[O:13])=[CH:8][CH:9]=1. The reactants are [CH3:1][O:2][C:3](=[O:23])[C:4]1[CH:9]=[CH:8][C:7]([CH:10]([NH:15][C:16]([O:18][C:19]([CH3:22])([CH3:21])[CH3:20])=[O:17])[CH2:11][C:12]([OH:14])=[O:13])=[CH:6][CH:5]=1.C([O-])([O-])=O.[K+].[K+].[C:30](Br)([CH3:33])([CH3:32])[CH3:31].